From a dataset of Reaction yield outcomes from USPTO patents with 853,638 reactions. Predict the reaction yield, written as a fraction of the theoretical maximum amount of product (1.0 means a 100% yield; for example, 0.34 means a 34% yield). (1) The reactants are [NH2:1][C:2]1[CH:3]=[C:4]([CH2:9][CH2:10][CH2:11][NH:12][C:13](=[O:19])[O:14][C:15]([CH3:18])([CH3:17])[CH3:16])[CH:5]=[N:6][C:7]=1[CH3:8].[CH2:20]([O:27][C:28]([NH:30][C:31](=[N:34][C:35]([O:37][CH2:38][C:39]1[CH:44]=[CH:43][CH:42]=[CH:41][CH:40]=1)=[O:36])SC)=[O:29])[C:21]1[CH:26]=[CH:25][CH:24]=[CH:23][CH:22]=1. The catalyst is C(Cl)Cl.[Hg](Cl)Cl. The product is [CH2:38]([O:37][C:35](=[O:36])[NH:34]/[C:31](/[NH:1][C:2]1[C:7]([CH3:8])=[N:6][CH:5]=[C:4]([CH2:9][CH2:10][CH2:11][NH:12][C:13]([O:14][C:15]([CH3:16])([CH3:18])[CH3:17])=[O:19])[CH:3]=1)=[N:30]\[C:28](=[O:29])[O:27][CH2:20][C:21]1[CH:26]=[CH:25][CH:24]=[CH:23][CH:22]=1)[C:39]1[CH:40]=[CH:41][CH:42]=[CH:43][CH:44]=1. The yield is 0.610. (2) The reactants are [C:1]([O-])([O-])=O.[K+].[K+].IC.C([O:16][C:17]1[C:25]([CH3:26])=[CH:24][C:20]([C:21]([OH:23])=[O:22])=[CH:19][C:18]=1[CH3:27])C1C=CC=CC=1.Cl. The catalyst is CN(C=O)C.O. The product is [OH:16][C:17]1[C:25]([CH3:26])=[CH:24][C:20]([C:21]([O:23][CH3:1])=[O:22])=[CH:19][C:18]=1[CH3:27]. The yield is 0.910. (3) The reactants are N([O-])=O.[Na+].C([SiH2][O:10][C:11](C)(C)[C:12]1[N:13]=[CH:14][N:15]([C:17]2[CH:22]=[CH:21][C:20]([NH2:23])=[CH:19][C:18]=2[F:24])[CH:16]=1)(C)(C)C.[N-:27]=[N+:28]=[N-].[Na+].CC([O-])=O.[Na+]. The catalyst is Cl.CCOC(C)=O. The product is [N:23]([C:20]1[CH:21]=[CH:22][C:17]([N:15]2[CH:16]=[C:12]([CH2:11][OH:10])[N:13]=[CH:14]2)=[C:18]([F:24])[CH:19]=1)=[N+:27]=[N-:28]. The yield is 0.750.